Dataset: Forward reaction prediction with 1.9M reactions from USPTO patents (1976-2016). Task: Predict the product of the given reaction. The product is: [Cl:1][C:2]1[CH:3]=[CH:4][CH:5]=[C:6]2[C:10]=1[N:9]([CH3:11])[CH:8]=[C:7]2[CH2:12][N:13]([CH3:14])[C:28](=[O:30])/[CH:27]=[CH:26]/[C:21]1[CH:22]=[N:23][C:24]2[NH:25][C:16](=[O:15])[CH2:17][CH2:18][C:19]=2[CH:20]=1. Given the reactants [Cl:1][C:2]1[CH:3]=[CH:4][CH:5]=[C:6]2[C:10]=1[N:9]([CH3:11])[CH:8]=[C:7]2[CH2:12][NH:13][CH3:14].[O:15]=[C:16]1[NH:25][C:24]2[N:23]=[CH:22][C:21](/[CH:26]=[CH:27]/[C:28]([OH:30])=O)=[CH:20][C:19]=2[CH2:18][CH2:17]1.C1C=CC2N(O)N=NC=2C=1.O.C(Cl)CCl, predict the reaction product.